Predict the product of the given reaction. From a dataset of Forward reaction prediction with 1.9M reactions from USPTO patents (1976-2016). (1) The product is: [CH3:20][C:19]1[CH:18]=[C:17]2[C:8]([O:9][CH2:10][CH2:11][N:12]3[C:16]2=[N:15][C:14]([C:21]2[N:25]([CH:26]([CH3:28])[CH3:27])[N:24]=[CH:23][N:22]=2)=[CH:13]3)=[CH:7][C:6]=1[C:4](=[O:3])[CH3:5]. Given the reactants C([O:3][C:4]([C:6]1[CH:7]=[C:8]2[C:17](=[CH:18][C:19]=1[CH3:20])[C:16]1[N:12]([CH:13]=[C:14]([C:21]3[N:25]([CH:26]([CH3:28])[CH3:27])[N:24]=[CH:23][N:22]=3)[N:15]=1)[CH2:11][CH2:10][O:9]2)=[CH2:5])C.C1(C)C=CC(S(O)(=O)=O)=CC=1, predict the reaction product. (2) Given the reactants [F:1][C:2]1[CH:3]=[CH:4][C:5]2[CH2:15][O:14][C:8]3([CH2:13][CH2:12][NH:11][CH2:10][CH2:9]3)[C:6]=2[CH:7]=1.[OH:16][CH2:17][C:18](=[CH2:26])[C:19]([O:21][C:22]([CH3:25])([CH3:24])[CH3:23])=[O:20], predict the reaction product. The product is: [F:1][C:2]1[CH:3]=[CH:4][C:5]2[CH2:15][O:14][C:8]3([CH2:9][CH2:10][N:11]([CH2:26][CH:18]([CH2:17][OH:16])[C:19]([O:21][C:22]([CH3:24])([CH3:23])[CH3:25])=[O:20])[CH2:12][CH2:13]3)[C:6]=2[CH:7]=1. (3) Given the reactants [Cl:1][C:2]1[CH:7]=[CH:6][C:5]([C:8]([N:17]2[C:25]3[C:20](=[C:21]([N:26]([CH2:31][O:32][CH2:33][CH2:34][Si:35]([CH3:38])([CH3:37])[CH3:36])[S:27]([CH3:30])(=[O:29])=[O:28])[CH:22]=[CH:23][CH:24]=3)[CH:19]=[CH:18]2)([C:11]#[C:12][C:13]([F:16])([F:15])[F:14])[CH2:9][CH3:10])=[CH:4][CH:3]=1, predict the reaction product. The product is: [Cl:1][C:2]1[CH:7]=[CH:6][C:5]([C:8]([N:17]2[C:25]3[C:20](=[C:21]([N:26]([CH2:31][O:32][CH2:33][CH2:34][Si:35]([CH3:38])([CH3:36])[CH3:37])[S:27]([CH3:30])(=[O:29])=[O:28])[CH:22]=[CH:23][CH:24]=3)[CH:19]=[CH:18]2)([CH2:11][CH2:12][C:13]([F:14])([F:15])[F:16])[CH2:9][CH3:10])=[CH:4][CH:3]=1. (4) Given the reactants [H-].[Na+].[CH3:3][C:4]1([CH2:9][OH:10])[CH2:8][CH:7]=[CH:6][CH2:5]1.Br[CH2:12][CH2:13][CH2:14][CH2:15][CH2:16][CH2:17][CH2:18][CH2:19][CH2:20][CH2:21][CH2:22][CH3:23], predict the reaction product. The product is: [CH2:23]([O:10][CH2:9][C:4]1([CH3:3])[CH2:8][CH:7]=[CH:6][CH2:5]1)[CH2:22][CH2:21][CH2:20][CH2:19][CH2:18][CH2:17][CH2:16][CH2:15][CH2:14][CH2:13][CH3:12]. (5) Given the reactants [Cl:1][C:2]1[CH:7]=[CH:6][C:5]([N:8]2[CH:12]=[CH:11][C:10]([C:13]([O:15]CC)=[O:14])=[N:9]2)=[CH:4][C:3]=1[F:18].[Li+].[OH-].Cl, predict the reaction product. The product is: [Cl:1][C:2]1[CH:7]=[CH:6][C:5]([N:8]2[CH:12]=[CH:11][C:10]([C:13]([OH:15])=[O:14])=[N:9]2)=[CH:4][C:3]=1[F:18]. (6) Given the reactants Br[C:2]1[CH:33]=[CH:32][C:5]([CH2:6][N:7]([CH:21]2[CH2:26][CH2:25][N:24]([CH2:27][CH2:28][CH:29]([CH3:31])[CH3:30])[CH2:23][CH2:22]2)[C:8]([C:10]2[CH:15]=[CH:14][C:13]([CH2:16][CH2:17][CH2:18][CH2:19][CH3:20])=[CH:12][N:11]=2)=[O:9])=[CH:4][CH:3]=1.FC(F)(F)C(O)=O.[CH3:41][O:42][C:43](=[O:71])C1C=CC(CN(C(C2C=CC(CCCCC)=CN=2)=O)C2CCNCC2)=CC=1.C(=O)CC(C)C, predict the reaction product. The product is: [CH3:41][O:42][C:43](=[O:71])[C:2]1[CH:33]=[CH:32][C:5]([CH2:6][N:7]([CH:21]2[CH2:22][CH2:23][N:24]([CH2:27][CH2:28][CH:29]([CH3:31])[CH3:30])[CH2:25][CH2:26]2)[C:8]([C:10]2[CH:15]=[CH:14][C:13]([CH2:16][CH2:17][CH2:18][CH2:19][CH3:20])=[CH:12][N:11]=2)=[O:9])=[CH:4][CH:3]=1. (7) Given the reactants [Cl:1][C:2]1[CH:7]=[C:6](I)[C:5]([F:9])=[CH:4][N:3]=1.[F:10][C:11]([F:19])([F:18])[CH:12]1[CH2:17][CH2:16][NH:15][CH2:14][CH2:13]1.C(Cl)(Cl)Cl.C1C=CC(P(C2C(C3C(P(C4C=CC=CC=4)C4C=CC=CC=4)=CC=C4C=3C=CC=C4)=C3C(C=CC=C3)=CC=2)C2C=CC=CC=2)=CC=1.C(O[Na])(C)(C)C, predict the reaction product. The product is: [Cl:1][C:2]1[CH:7]=[C:6]([N:15]2[CH2:16][CH2:17][CH:12]([C:11]([F:19])([F:18])[F:10])[CH2:13][CH2:14]2)[C:5]([F:9])=[CH:4][N:3]=1. (8) Given the reactants [N:1]1[CH:6]=[CH:5][CH:4]=[C:3]([C:7]2([NH:10]C(=O)OC(C)(C)C)[CH2:9][CH2:8]2)[N:2]=1.[ClH:18], predict the reaction product. The product is: [ClH:18].[N:1]1[CH:6]=[CH:5][CH:4]=[C:3]([C:7]2([NH2:10])[CH2:9][CH2:8]2)[N:2]=1. (9) Given the reactants [NH2:1][C:2]([C:4]1[CH:5]=[C:6](Br)[CH:7]=[C:8]2[C:12]=1[NH:11][N:10]=[C:9]2[CH:13]1[CH2:18][CH2:17][N:16]([C:19]([O:21][C:22]([CH3:25])([CH3:24])[CH3:23])=[O:20])[CH2:15][CH2:14]1)=[O:3].[CH3:27][S:28]([NH:31][C:32]1[CH:33]=[C:34](B(O)O)[CH:35]=[CH:36][CH:37]=1)(=[O:30])=[O:29].C(=O)([O-])[O-].[Cs+].[Cs+], predict the reaction product. The product is: [NH2:1][C:2]([C:4]1[CH:5]=[C:6]([C:36]2[CH:35]=[CH:34][CH:33]=[C:32]([NH:31][S:28]([CH3:27])(=[O:29])=[O:30])[CH:37]=2)[CH:7]=[C:8]2[C:12]=1[NH:11][N:10]=[C:9]2[CH:13]1[CH2:18][CH2:17][N:16]([C:19]([O:21][C:22]([CH3:25])([CH3:24])[CH3:23])=[O:20])[CH2:15][CH2:14]1)=[O:3]. (10) Given the reactants [CH3:1][S:2][C:3]1[CH:10]=[CH:9][C:6]([C:7]#[N:8])=[CH:5][CH:4]=1.[CH3:11][O:12][C:13]1[CH:19]=[CH:18][C:16]([NH2:17])=[CH:15][CH:14]=1.[K+].[Br-], predict the reaction product. The product is: [CH3:11][O:12][C:13]1[CH:19]=[CH:18][C:16]([NH:17][C:7]([C:6]2[CH:9]=[CH:10][C:3]([S:2][CH3:1])=[CH:4][CH:5]=2)=[NH:8])=[CH:15][CH:14]=1.